Task: Binary Classification. Given a drug SMILES string, predict its activity (active/inactive) in a high-throughput screening assay against a specified biological target.. Dataset: KCNQ2 potassium channel screen with 302,405 compounds (1) The compound is S1(=O)(=O)N(CCSc2sc(nn2)N)C(=O)c2c1cccc2. The result is 0 (inactive). (2) The molecule is s1c2CCCCc2c(c1NC(=O)CSc1oc(nn1)c1ccc(C(C)(C)C)cc1)C#N. The result is 0 (inactive).